This data is from Reaction yield outcomes from USPTO patents with 853,638 reactions. The task is: Predict the reaction yield, written as a fraction of the theoretical maximum amount of product (1.0 means a 100% yield; for example, 0.34 means a 34% yield). The reactants are [CH2:1]([N:8]1[C:16]2[C:11](=[CH:12][CH:13]=[CH:14][C:15]=2Br)[CH:10]=[CH:9]1)[C:2]1[CH:7]=[CH:6][CH:5]=[CH:4][CH:3]=1.[F:18][C:19]([F:31])([F:30])[O:20][C:21]1[CH:26]=[CH:25][C:24](B(O)O)=[CH:23][CH:22]=1.ClCCl.C(=O)([O-])[O-].[K+].[K+]. The catalyst is O1CCOCC1.O.C1C=CC(P(C2C=CC=CC=2)[C-]2C=CC=C2)=CC=1.C1C=CC(P(C2C=CC=CC=2)[C-]2C=CC=C2)=CC=1.Cl[Pd]Cl.[Fe+2].CCCCCC. The product is [CH2:1]([N:8]1[C:16]2[C:11](=[CH:12][CH:13]=[CH:14][C:15]=2[C:24]2[CH:23]=[CH:22][C:21]([O:20][C:19]([F:18])([F:30])[F:31])=[CH:26][CH:25]=2)[CH:10]=[CH:9]1)[C:2]1[CH:7]=[CH:6][CH:5]=[CH:4][CH:3]=1. The yield is 0.500.